This data is from Reaction yield outcomes from USPTO patents with 853,638 reactions. The task is: Predict the reaction yield, written as a fraction of the theoretical maximum amount of product (1.0 means a 100% yield; for example, 0.34 means a 34% yield). The reactants are [C:1]([O:5][C:6]([N:8]1[CH:13]2[CH2:14][CH2:15][CH:9]1[C:10](=[O:25])[N:11]([C:16]1[CH:17]=[N:18][C:19]([N+:22]([O-])=O)=[CH:20][CH:21]=1)[CH2:12]2)=[O:7])([CH3:4])([CH3:3])[CH3:2]. The product is [C:1]([O:5][C:6]([N:8]1[CH:13]2[CH2:14][CH2:15][CH:9]1[C:10](=[O:25])[N:11]([C:16]1[CH:17]=[N:18][C:19]([NH2:22])=[CH:20][CH:21]=1)[CH2:12]2)=[O:7])([CH3:4])([CH3:2])[CH3:3]. The catalyst is CO.[Pd]. The yield is 0.600.